From a dataset of Reaction yield outcomes from USPTO patents with 853,638 reactions. Predict the reaction yield, written as a fraction of the theoretical maximum amount of product (1.0 means a 100% yield; for example, 0.34 means a 34% yield). (1) The reactants are ClC1C=C(C=CC=1)[C:5](OO)=[O:6].[CH3:12][C:13]1([C:16]2[C:21]([C:22]([NH:24][CH:25]3[CH:32]4[CH2:33][CH:28]5[CH2:29][C:30]([O:35][CH2:36][C:37]6[CH:42]=[CH:41][CH:40]=[CH:39][CH:38]=6)([CH2:34][CH:26]3[CH2:27]5)[CH2:31]4)=[O:23])=[CH:20][N:19]=[C:18](SC)[N:17]=2)[CH2:15][CH2:14]1. The catalyst is C(Cl)Cl. The product is [CH3:5][O:6][C:18]1[N:17]=[C:16]([C:13]2([CH3:12])[CH2:14][CH2:15]2)[C:21]([C:22]([NH:24][CH:25]2[CH:26]3[CH2:27][CH:28]4[CH2:29][C:30]([O:35][CH2:36][C:37]5[CH:42]=[CH:41][CH:40]=[CH:39][CH:38]=5)([CH2:31][CH:32]2[CH2:33]4)[CH2:34]3)=[O:23])=[CH:20][N:19]=1.[OH:6][C:18]1[N:17]=[C:16]([C:13]2([CH3:12])[CH2:14][CH2:15]2)[C:21]([C:22]([NH:24][CH:25]2[CH:32]3[CH2:33][CH:28]4[CH2:29][C:30]([O:35][CH2:36][C:37]5[CH:42]=[CH:41][CH:40]=[CH:39][CH:38]=5)([CH2:34][CH:26]2[CH2:27]4)[CH2:31]3)=[O:23])=[CH:20][N:19]=1. The yield is 0.147. (2) The reactants are [N:1]1[CH:6]=[CH:5][C:4]([C:7]2[N:12]=[N:11][C:10]([NH2:13])=[CH:9][CH:8]=2)=[CH:3][CH:2]=1.Br[C:15]1[C:16](=[O:22])[NH:17][N:18]=[C:19]([Cl:21])[CH:20]=1.C(=O)([O-])[O-].[Cs+].[Cs+].CC1(C)C2C(=C(P(C3C=CC=CC=3)C3C=CC=CC=3)C=CC=2)OC2C(P(C3C=CC=CC=3)C3C=CC=CC=3)=CC=CC1=2. The catalyst is C1C=CC(/C=C/C(/C=C/C2C=CC=CC=2)=O)=CC=1.C1C=CC(/C=C/C(/C=C/C2C=CC=CC=2)=O)=CC=1.C1C=CC(/C=C/C(/C=C/C2C=CC=CC=2)=O)=CC=1.[Pd].[Pd].O1CCOCC1. The product is [Cl:21][C:19]1[CH:20]=[C:15]([NH:13][C:10]2[N:11]=[N:12][C:7]([C:4]3[CH:3]=[CH:2][N:1]=[CH:6][CH:5]=3)=[CH:8][CH:9]=2)[C:16](=[O:22])[NH:17][N:18]=1. The yield is 0.410. (3) The catalyst is C(#N)C. The product is [CH3:18][O:17][C:14]1[CH:15]=[CH:16][C:11]([C:9](=[O:10])[C:8]([C:4]2[CH:5]=[CH:6][CH:7]=[C:2]([O:1][C:28]3[CH:33]=[CH:32][CH:31]=[CH:30][CH:29]=3)[CH:3]=2)=[O:19])=[CH:12][CH:13]=1. The reactants are [OH:1][C:2]1[CH:3]=[C:4]([C:8](=[O:19])[C:9]([C:11]2[CH:16]=[CH:15][C:14]([O:17][CH3:18])=[CH:13][CH:12]=2)=[O:10])[CH:5]=[CH:6][CH:7]=1.[F-].[Cs+].FC(F)(F)S(O[C:28]1[CH:33]=[CH:32][CH:31]=[CH:30][C:29]=1[Si](C)(C)C)(=O)=O.C(OCC)(=O)C. The yield is 0.640. (4) The reactants are C1C(=O)N(Cl)C(=O)C1.[CH:9]1[C:14]2[CH:15]=[C:16]3[C:31]4[C:20]([C:21]5[C:32]6[C:25](=[CH:26][CH:27]=[CH:28][C:29]=6[C:30]=4[C:13]=2[CH:12]=[CH:11][CH:10]=1)[CH:24]=[CH:23][CH:22]=5)=[CH:19][C:18]1[CH:33]=[CH:34][CH:35]=[CH:36][C:17]3=1.[Li]CCCC.[CH2:42]([SiH:50]([CH2:59][CH2:60][CH2:61][CH2:62][CH2:63][CH2:64][CH2:65][CH3:66])[CH2:51][CH2:52][CH2:53][CH2:54][CH2:55][CH2:56][CH2:57][CH3:58])[CH2:43][CH2:44][CH2:45][CH2:46][CH2:47][CH2:48][CH3:49]. The catalyst is C1COCC1.C(Cl)(Cl)Cl. The product is [CH2:59]([SiH:50]([CH2:42][CH2:43][CH2:44][CH2:45][CH2:46][CH2:47][CH2:48][CH3:49])[CH2:51][CH2:52][CH2:53][CH2:54][CH2:55][CH2:56][CH2:57][CH3:58])[CH2:60][CH2:61][CH2:62][CH2:63][CH2:64][CH2:65][CH3:66].[CH:9]1[C:14]2[CH:15]=[C:16]3[C:31]4[C:20]([C:21]5[C:32]6[C:25](=[CH:26][CH:27]=[CH:28][C:29]=6[C:30]=4[C:13]=2[CH:12]=[CH:11][CH:10]=1)[CH:24]=[CH:23][CH:22]=5)=[CH:19][C:18]1[CH:33]=[CH:34][CH:35]=[CH:36][C:17]3=1. The yield is 0.0800. (5) The yield is 0.734. The reactants are [NH2:1][C:2]1[CH:10]=[CH:9][CH:8]=[C:7]([CH3:11])[C:3]=1[C:4]([OH:6])=O.S(Cl)(Cl)=O.[NH2:16][C:17]1[C:18]([CH3:23])=[CH:19][CH:20]=[CH:21][CH:22]=1. The product is [NH2:1][C:2]1[CH:10]=[CH:9][CH:8]=[C:7]([CH3:11])[C:3]=1[C:4]([NH:16][C:17]1[CH:22]=[CH:21][CH:20]=[CH:19][C:18]=1[CH3:23])=[O:6]. The catalyst is C1C=CC=CC=1.C(Cl)(Cl)Cl. (6) The reactants are [N:1]12[CH2:8][CH2:7][CH:4]([CH2:5][CH2:6]1)[CH:3]([O:9][C:10]1[CH:23]=[CH:22][C:13]([O:14][C:15]3[CH:20]=[CH:19][C:18]([OH:21])=[CH:17][CH:16]=3)=[CH:12][CH:11]=1)[CH2:2]2.[ClH:24].O1CCOCC1. The catalyst is C(OCC)(=O)C. The product is [ClH:24].[N:1]12[CH2:8][CH2:7][CH:4]([CH2:5][CH2:6]1)[CH:3]([O:9][C:10]1[CH:11]=[CH:12][C:13]([O:14][C:15]3[CH:20]=[CH:19][C:18]([OH:21])=[CH:17][CH:16]=3)=[CH:22][CH:23]=1)[CH2:2]2. The yield is 0.590. (7) The reactants are N1C2C(=CC=C3C=2N=CC=C3)C=CC=1.[C:15]([O-])([O-])=[O:16].[Cs+].[Cs+].I[C:22]1[CH:23]=[C:24]([CH:27]=[CH:28][CH:29]=1)[C:25]#[N:26].CO. The catalyst is [Cu]I.C1(C)C=CC=CC=1. The product is [CH3:15][O:16][C:22]1[CH:23]=[C:24]([CH:27]=[CH:28][CH:29]=1)[C:25]#[N:26]. The yield is 0.840.